Dataset: Retrosynthesis with 50K atom-mapped reactions and 10 reaction types from USPTO. Task: Predict the reactants needed to synthesize the given product. (1) Given the product COCCN(C)c1cc(NC(=O)OC(C)(C)C)c(NC(=O)CC(=O)c2cccc(-c3cc(C)no3)c2)cc1Cl, predict the reactants needed to synthesize it. The reactants are: COCCN(C)c1cc(NC(=O)OC(C)(C)C)c(N)cc1Cl.Cc1cc(-c2cccc(C(=O)CC(=O)OC(C)(C)C)c2)on1. (2) Given the product COC(=O)C(C/C=C/c1ccc(N(C)c2ncccn2)cc1)NC(=O)c1c(F)cccc1F, predict the reactants needed to synthesize it. The reactants are: COC(=O)C(N)CC=Cc1ccc(N(C)c2ncccn2)cc1.O=C(Cl)c1c(F)cccc1F. (3) The reactants are: C[C@H](N)Cn1ccc(-c2ccc(C#N)c(Cl)c2)n1.C[Si](C)(C)CCOCn1cc(C(=O)O)nc1C(N)=O. Given the product C[C@@H](Cn1ccc(-c2ccc(C#N)c(Cl)c2)n1)NC(=O)c1cn(COCC[Si](C)(C)C)c(C(N)=O)n1, predict the reactants needed to synthesize it. (4) Given the product COc1cc(-c2cnn(C)c2)cn2ncc(C(=O)O)c12, predict the reactants needed to synthesize it. The reactants are: CCOC(=O)c1cnn2cc(-c3cnn(C)c3)cc(OC)c12. (5) The reactants are: Cc1cc(Br)nc(Br)c1.Nc1cc(C2CC2)ccn1. Given the product Cc1cc(Br)nc(Nc2cc(C3CC3)ccn2)c1, predict the reactants needed to synthesize it. (6) Given the product CC(C)(C)OCC(NC(=O)c1cc(N2CCN(C(=O)OC(C)(C)C)CC2)ccc1N)C(=O)OC(C)(C)C, predict the reactants needed to synthesize it. The reactants are: CC(C)(C)OCC(NC(=O)c1cc(N2CCN(C(=O)OC(C)(C)C)CC2)ccc1[N+](=O)[O-])C(=O)OC(C)(C)C.